From a dataset of Reaction yield outcomes from USPTO patents with 853,638 reactions. Predict the reaction yield, written as a fraction of the theoretical maximum amount of product (1.0 means a 100% yield; for example, 0.34 means a 34% yield). (1) The reactants are [CH3:1][C:2]1([CH3:20])[N:12]2[C:13]3[C:8]([C:9](=[O:19])[C:10]([C:14]([O:16][CH2:17][CH3:18])=[O:15])=[CH:11]2)=[CH:7][CH:6]=[CH:5][C:4]=3[CH2:3]1.[Br:21]Br.O. The catalyst is C(O)(=O)C. The product is [Br:21][C:6]1[CH:7]=[C:8]2[C:13]3=[C:4]([CH2:3][C:2]([CH3:1])([CH3:20])[N:12]3[CH:11]=[C:10]([C:14]([O:16][CH2:17][CH3:18])=[O:15])[C:9]2=[O:19])[CH:5]=1. The yield is 0.380. (2) The reactants are Br[C:2]1[CH:3]=[CH:4][C:5]2[O:6][C:7]([CH3:13])([CH3:12])[CH2:8][NH:9][C:10]=2[N:11]=1.[CH3:14][O:15][C:16]([C:18]1[CH:19]=[C:20](B(O)O)[CH:21]=[CH:22][CH:23]=1)=[O:17].C(=O)([O-])[O-].[Cs+].[Cs+]. The catalyst is C(COC)OC.C1C=CC(P(C2C=CC=CC=2)[C-]2C=CC=C2)=CC=1.C1C=CC(P(C2C=CC=CC=2)[C-]2C=CC=C2)=CC=1.Cl[Pd]Cl.[Fe+2]. The product is [CH3:12][C:7]1([CH3:13])[O:6][C:5]2[CH:4]=[CH:3][C:2]([C:22]3[CH:23]=[C:18]([CH:19]=[CH:20][CH:21]=3)[C:16]([O:15][CH3:14])=[O:17])=[N:11][C:10]=2[NH:9][CH2:8]1. The yield is 0.920.